This data is from Catalyst prediction with 721,799 reactions and 888 catalyst types from USPTO. The task is: Predict which catalyst facilitates the given reaction. (1) Reactant: C([Li])CCC.C(NC(C)C)(C)C.[Cl:13][C:14]1[C:19]([Cl:20])=[CH:18][N:17]=[C:16]([O:21][CH3:22])[CH:15]=1.ClC1C(Cl)=CN=C(OC)C=1[Li].[CH3:34][O:35][C:36]1[C:43]([O:44][CH3:45])=[C:42]([O:46][CH3:47])[CH:41]=[C:40]([CH3:48])[C:37]=1[CH:38]=[O:39]. Product: [CH3:34][O:35][C:36]1[C:43]([O:44][CH3:45])=[C:42]([O:46][CH3:47])[CH:41]=[C:40]([CH3:48])[C:37]=1[CH:38]([C:15]1[C:16]([O:21][CH3:22])=[N:17][CH:18]=[C:19]([Cl:20])[C:14]=1[Cl:13])[OH:39]. The catalyst class is: 30. (2) Reactant: [F:1][C:2]1[CH:3]=[CH:4][C:5]([C:8]([C:10]2[C:11]3[CH:23]=[CH:22][CH:21]=[CH:20][C:12]=3[S:13][C:14]=2[CH2:15][CH2:16][N:17]([CH3:19])[CH3:18])=[CH2:9])=[N:6][CH:7]=1. Product: [F:1][C:2]1[CH:3]=[CH:4][C:5]([CH:8]([C:10]2[C:11]3[CH:23]=[CH:22][CH:21]=[CH:20][C:12]=3[S:13][C:14]=2[CH2:15][CH2:16][N:17]([CH3:18])[CH3:19])[CH3:9])=[N:6][CH:7]=1. The catalyst class is: 865. (3) Reactant: [N:1]1[C:10]2[C:5](=[CH:6][CH:7]=[CH:8][CH:9]=2)[C:4]([C:11]2[N:12]=[C:13]([SH:16])[S:14][CH:15]=2)=[CH:3][CH:2]=1.F[B-](F)(F)F.[CH3:22][C:23]1[CH:28]=[CH:27][C:26]([N+:29]([O-:31])=[O:30])=[CH:25][C:24]=1[N+]#N.[H-].[Na+]. Product: [CH3:22][C:23]1[CH:28]=[CH:27][C:26]([N+:29]([O-:31])=[O:30])=[CH:25][C:24]=1[S:16][C:13]1[S:14][CH:15]=[C:11]([C:4]2[C:5]3[C:10](=[CH:9][CH:8]=[CH:7][CH:6]=3)[N:1]=[CH:2][CH:3]=2)[N:12]=1. The catalyst class is: 16. (4) Reactant: [CH3:1][S:2]([OH:5])(=[O:4])=[O:3].ClC1N2C=CC=CC2=NC=1COC1C=CC([C:24]2[C:25](=[O:39])[C:26]([CH3:38])([CH3:37])[O:27][C:28]=2[C:29]2[CH:34]=[CH:33][C:32]([O:35][CH3:36])=[CH:31][CH:30]=2)=CC=1. Product: [CH3:1][S:2]([OH:5])(=[O:4])=[O:3].[CH3:36][O:35][C:32]1[CH:31]=[CH:30][C:29]([C:28]2[O:27][C:26]([CH3:37])([CH3:38])[C:25](=[O:39])[CH:24]=2)=[CH:34][CH:33]=1. The catalyst class is: 343. (5) Reactant: [F:1][C:2]1[C:3]([C:31]2[CH:36]=[CH:35][N:34]=[C:33]([C:37]([F:40])([F:39])[F:38])[CH:32]=2)=[N:4][CH:5]=[C:6]([CH2:8][NH:9][C:10]([C:12]2[N:17]=[CH:16][C:15]([N:18]3[CH2:23][CH2:22][N:21](C(OC(C)(C)C)=O)[CH2:20][CH2:19]3)=[CH:14][CH:13]=2)=[O:11])[CH:7]=1.C(O)(C(F)(F)F)=O. Product: [F:1][C:2]1[C:3]([C:31]2[CH:36]=[CH:35][N:34]=[C:33]([C:37]([F:40])([F:38])[F:39])[CH:32]=2)=[N:4][CH:5]=[C:6]([CH2:8][NH:9][C:10](=[O:11])[C:12]2[CH:13]=[CH:14][C:15]([N:18]3[CH2:23][CH2:22][NH:21][CH2:20][CH2:19]3)=[CH:16][N:17]=2)[CH:7]=1. The catalyst class is: 4.